This data is from NCI-60 drug combinations with 297,098 pairs across 59 cell lines. The task is: Regression. Given two drug SMILES strings and cell line genomic features, predict the synergy score measuring deviation from expected non-interaction effect. (1) Drug 2: C(CCl)NC(=O)N(CCCl)N=O. Synergy scores: CSS=5.84, Synergy_ZIP=-1.48, Synergy_Bliss=-0.0837, Synergy_Loewe=-6.35, Synergy_HSA=-1.20. Cell line: EKVX. Drug 1: CCC1(C2=C(COC1=O)C(=O)N3CC4=CC5=C(C=CC(=C5CN(C)C)O)N=C4C3=C2)O.Cl. (2) Drug 1: C1CN1P(=S)(N2CC2)N3CC3. Drug 2: C1=NC2=C(N1)C(=S)N=CN2. Cell line: SR. Synergy scores: CSS=84.3, Synergy_ZIP=4.28, Synergy_Bliss=4.57, Synergy_Loewe=1.72, Synergy_HSA=6.07. (3) Drug 1: C1=NC(=NC(=O)N1C2C(C(C(O2)CO)O)O)N. Drug 2: C(=O)(N)NO. Cell line: 786-0. Synergy scores: CSS=10.1, Synergy_ZIP=-6.16, Synergy_Bliss=1.04, Synergy_Loewe=-11.7, Synergy_HSA=-1.68. (4) Drug 1: C1=CC(=CC=C1C#N)C(C2=CC=C(C=C2)C#N)N3C=NC=N3. Drug 2: COC1=C2C(=CC3=C1OC=C3)C=CC(=O)O2. Cell line: NCI/ADR-RES. Synergy scores: CSS=-4.42, Synergy_ZIP=-0.494, Synergy_Bliss=-5.11, Synergy_Loewe=-5.90, Synergy_HSA=-6.25. (5) Cell line: BT-549. Synergy scores: CSS=47.8, Synergy_ZIP=6.33, Synergy_Bliss=15.7, Synergy_Loewe=14.4, Synergy_HSA=15.4. Drug 1: CCC1(CC2CC(C3=C(CCN(C2)C1)C4=CC=CC=C4N3)(C5=C(C=C6C(=C5)C78CCN9C7C(C=CC9)(C(C(C8N6C=O)(C(=O)OC)O)OC(=O)C)CC)OC)C(=O)OC)O.OS(=O)(=O)O. Drug 2: CC1C(C(CC(O1)OC2CC(CC3=C2C(=C4C(=C3O)C(=O)C5=CC=CC=C5C4=O)O)(C(=O)C)O)N)O.